Predict which catalyst facilitates the given reaction. From a dataset of Catalyst prediction with 721,799 reactions and 888 catalyst types from USPTO. (1) Reactant: FC(F)(F)C(O)=O.[Cl:8][C:9]1[C:10]([F:25])=[C:11]([CH:22]=[CH:23][CH:24]=1)[CH2:12][NH:13][C:14]([C@@H:16]1[CH2:21][C@@H:20]2[C@@H:18]([CH2:19]2)[NH:17]1)=[O:15].[C:26]([C:29]1[C:37]2[C:32](=[CH:33][CH:34]=[CH:35][CH:36]=2)[N:31]([CH2:38][C:39](O)=[O:40])[CH:30]=1)(=[O:28])[NH2:27].CN(C(ON1N=NC2C=CC=CC1=2)=[N+](C)C)C.F[P-](F)(F)(F)(F)F.CCN(C(C)C)C(C)C. Product: [Cl:8][C:9]1[C:10]([F:25])=[C:11]([CH:22]=[CH:23][CH:24]=1)[CH2:12][NH:13][C:14]([C@@H:16]1[CH2:21][C@@H:20]2[C@@H:18]([CH2:19]2)[N:17]1[C:39](=[O:40])[CH2:38][N:31]1[C:32]2[C:37](=[CH:36][CH:35]=[CH:34][CH:33]=2)[C:29]([C:26]([NH2:27])=[O:28])=[CH:30]1)=[O:15]. The catalyst class is: 2. (2) Reactant: Cl[C:2]1[CH:9]=[CH:8][C:5]([C:6]#[N:7])=[C:4]([O:10][CH:11]([CH3:13])[CH3:12])[N:3]=1.[B:14]1([OH:24])[C:18]2[CH:19]=[CH:20][C:21]([OH:23])=[CH:22][C:17]=2[CH2:16][O:15]1.C(=O)([O-])[O-].[K+].[K+]. Product: [OH:24][B:14]1[C:18]2[CH:19]=[CH:20][C:21]([O:23][C:2]3[CH:9]=[CH:8][C:5]([C:6]#[N:7])=[C:4]([O:10][CH:11]([CH3:13])[CH3:12])[N:3]=3)=[CH:22][C:17]=2[CH2:16][O:15]1. The catalyst class is: 3. (3) Reactant: [C:1]([O:5][C:6]([NH:8][CH2:9][CH2:10][CH2:11][CH2:12][C@H:13]([NH:24]C(=O)OCC1C=CC=CC=1)[C:14](=[O:23])[NH:15][CH2:16][C:17]1[CH:22]=[CH:21][CH:20]=[CH:19][N:18]=1)=[O:7])([CH3:4])([CH3:3])[CH3:2]. Product: [NH2:24][C@H:13]([C:14](=[O:23])[NH:15][CH2:16][C:17]1[CH:22]=[CH:21][CH:20]=[CH:19][N:18]=1)[CH2:12][CH2:11][CH2:10][CH2:9][NH:8][C:6](=[O:7])[O:5][C:1]([CH3:4])([CH3:3])[CH3:2]. The catalyst class is: 19. (4) The catalyst class is: 3. Reactant: [NH2:1][C:2]1[CH:6]=[C:5]([Br:7])[S:4][C:3]=1[C:8]([OH:10])=O.[Cl-].[NH4+].C([N:15](CC)CC)C.ON1C2C=CC=CC=2N=N1.Cl.C(N=C=NCCCN(C)C)C.C(=O)([O-])O.[Na+]. Product: [NH2:1][C:2]1[CH:6]=[C:5]([Br:7])[S:4][C:3]=1[C:8]([NH2:15])=[O:10]. (5) Reactant: [Br:1][C:2]1[CH:3]=[CH:4][C:5]([CH2:20][CH2:21][C:22]2[CH:27]=[CH:26][CH:25]=[CH:24][CH:23]=2)=[C:6]([CH:19]=1)[CH2:7][NH:8][C:9]1[CH:18]=[CH:17][C:12]([C:13]([O:15]C)=[O:14])=[CH:11][CH:10]=1.[OH-].[Na+]. Product: [Br:1][C:2]1[CH:3]=[CH:4][C:5]([CH2:20][CH2:21][C:22]2[CH:23]=[CH:24][CH:25]=[CH:26][CH:27]=2)=[C:6]([CH:19]=1)[CH2:7][NH:8][C:9]1[CH:10]=[CH:11][C:12]([C:13]([OH:15])=[O:14])=[CH:17][CH:18]=1. The catalyst class is: 92. (6) Reactant: [Cl:1][C:2]1[CH:3]=[C:4]([NH:9][C:10]2[N:15]=[CH:14][N:13]=[C:12]([NH:16][C:17]3[CH:18]=[C:19]([NH2:23])[CH:20]=[CH:21][CH:22]=3)[CH:11]=2)[CH:5]=[CH:6][C:7]=1[F:8].C(N(CC)CC)C.Cl[CH2:32][CH2:33][S:34](Cl)(=[O:36])=[O:35]. Product: [Cl:1][C:2]1[CH:3]=[C:4]([NH:9][C:10]2[N:15]=[CH:14][N:13]=[C:12]([NH:16][C:17]3[CH:18]=[C:19]([NH:23][S:34]([CH:33]=[CH2:32])(=[O:36])=[O:35])[CH:20]=[CH:21][CH:22]=3)[CH:11]=2)[CH:5]=[CH:6][C:7]=1[F:8]. The catalyst class is: 1.